From a dataset of Catalyst prediction with 721,799 reactions and 888 catalyst types from USPTO. Predict which catalyst facilitates the given reaction. (1) Reactant: [Cl:1][C:2]1[S:6][C:5]([S:7](Cl)(=[O:9])=[O:8])=[CH:4][C:3]=1[N+:11]([O-:13])=[O:12].C(=O)([O-])[O-:15].[Ag+2:18].CCCCCC.C(OCC)(=O)C. Product: [Cl:1][C:2]1[S:6][C:5]([S:7]([O-:15])(=[O:9])=[O:8])=[CH:4][C:3]=1[N+:11]([O-:13])=[O:12].[Ag+:18]. The catalyst class is: 47. (2) Reactant: [C:1]([O:5][C:6]([N:8]1[C@@H:12]([C:13]#[C:14][C:15]2[CH:20]=[CH:19][CH:18]=[C:17]([C:21]([F:24])([F:23])[F:22])[N:16]=2)[CH2:11][O:10][C:9]1([CH3:26])[CH3:25])=[O:7])([CH3:4])([CH3:3])[CH3:2].C([O-])=O.[NH4+]. Product: [C:1]([O:5][C:6]([N:8]1[C@@H:12]([CH2:13][CH2:14][C:15]2[CH:20]=[CH:19][CH:18]=[C:17]([C:21]([F:22])([F:23])[F:24])[N:16]=2)[CH2:11][O:10][C:9]1([CH3:26])[CH3:25])=[O:7])([CH3:4])([CH3:2])[CH3:3]. The catalyst class is: 19.